Dataset: Reaction yield outcomes from USPTO patents with 853,638 reactions. Task: Predict the reaction yield, written as a fraction of the theoretical maximum amount of product (1.0 means a 100% yield; for example, 0.34 means a 34% yield). (1) The reactants are [Br:1][C:2]1[CH:7]=[C:6]([CH2:8][OH:9])[CH:5]=[C:4]([Br:10])[C:3]=1[CH2:11][C:12]#[N:13].[O:14]1[CH:19]=[CH:18][CH2:17][CH2:16][CH2:15]1.C(=O)(O)[O-].[Na+].[Cl-].[Na+]. The catalyst is C(Cl)Cl.O.C1(C)C=CC(S(O)(=O)=O)=CC=1.O. The product is [Br:1][C:2]1[CH:7]=[C:6]([CH2:8][O:9][CH:15]2[CH2:16][CH2:17][CH2:18][CH2:19][O:14]2)[CH:5]=[C:4]([Br:10])[C:3]=1[CH2:11][C:12]#[N:13]. The yield is 0.854. (2) The reactants are Br[C:2]1[CH:3]=[C:4]([O:8][CH:9]([CH3:11])[CH3:10])[CH:5]=[N:6][CH:7]=1.[CH3:12][C@H:13]([OH:17])[CH2:14][CH:15]=[CH2:16].C(N(CC)CC)C. The catalyst is C([O-])(=O)C.[Pd+2].C([O-])(=O)C.C1(C)C=CC=CC=1P(C1C=CC=CC=1C)C1C=CC=CC=1C.C(#N)C. The product is [CH:9]([O:8][C:4]1[CH:3]=[C:2](/[CH:16]=[CH:15]/[CH2:14][C@@H:13]([OH:17])[CH3:12])[CH:7]=[N:6][CH:5]=1)([CH3:11])[CH3:10]. The yield is 0.607. (3) The reactants are [Cl:1][C:2]1[CH:3]=[C:4]([CH:12]([CH2:17][C@H:18]2[CH2:38][CH2:37][C:20]3([O:24][C@H:23]([C:25]4[CH:30]=[CH:29][CH:28]=[CH:27][CH:26]=4)[C@@H:22]([C:31]4[CH:36]=[CH:35][CH:34]=[CH:33][CH:32]=4)[O:21]3)[CH2:19]2)[C:13](=[O:16])[CH:14]=[CH2:15])[CH:5]=[CH:6][C:7]=1[S:8]([CH3:11])(=[O:10])=[O:9].[O:39]1[CH2:44][CH2:43][CH2:42][CH2:41][CH:40]1[O:45][CH2:46][C:47]1[S:51][C:50]([CH:52]=[O:53])=[N:49][CH:48]=1.C(N(CC)CC)C. The catalyst is C(O)C.[Cl-].C([N+]1C(C)=C(CCO)SC=1)C1C=CC=CC=1.C(OCC)(=O)C. The product is [Cl:1][C:2]1[CH:3]=[C:4]([CH:12]([CH2:17][C@H:18]2[CH2:38][CH2:37][C:20]3([O:21][C@H:22]([C:31]4[CH:36]=[CH:35][CH:34]=[CH:33][CH:32]=4)[C@@H:23]([C:25]4[CH:26]=[CH:27][CH:28]=[CH:29][CH:30]=4)[O:24]3)[CH2:19]2)[C:13](=[O:16])[CH2:14][CH2:15][C:52]([C:50]2[S:51][C:47]([CH2:46][O:45][CH:40]3[CH2:41][CH2:42][CH2:43][CH2:44][O:39]3)=[CH:48][N:49]=2)=[O:53])[CH:5]=[CH:6][C:7]=1[S:8]([CH3:11])(=[O:9])=[O:10]. The yield is 0.560.